Predict the reactants needed to synthesize the given product. From a dataset of Full USPTO retrosynthesis dataset with 1.9M reactions from patents (1976-2016). (1) Given the product [Br:1][C:2]1[CH:7]=[C:6]([CH2:8][C:9]2[CH:14]=[CH:13][C:12]([O:15][CH2:16][CH3:17])=[CH:11][CH:10]=2)[CH:5]=[CH:4][C:3]=1[CH2:18][O:19][Si:28]([CH3:30])([CH3:29])[CH3:27], predict the reactants needed to synthesize it. The reactants are: [Br:1][C:2]1[CH:7]=[C:6]([CH2:8][C:9]2[CH:14]=[CH:13][C:12]([O:15][CH2:16][CH3:17])=[CH:11][CH:10]=2)[CH:5]=[CH:4][C:3]=1[CH2:18][OH:19].CN1CCOCC1.[CH3:27][Si:28](Cl)([CH3:30])[CH3:29].CCOC(C)=O. (2) Given the product [F:33][C:2]([F:1])([F:32])[C:44]([OH:46])=[O:45].[NH2:25][C:20]1[N:21]([CH3:24])[C:22](=[O:23])[C:18]2([C@@H:17]3[C@H:12]([CH2:13][CH2:14][O:15][CH2:16]3)[CH2:11][C:10]3[CH:30]=[CH:31][C:7]([C:37]4[CH:38]=[N:39][CH:40]=[C:35]([Cl:34])[CH:36]=4)=[CH:8][C:9]2=3)[N:19]=1, predict the reactants needed to synthesize it. The reactants are: [F:1][C:2]([F:33])([F:32])S(O[C:7]1[CH:31]=[CH:30][C:10]2[CH2:11][C@@H:12]3[C@@H:17]([C:18]4([C:22](=[O:23])[N:21]([CH3:24])[C:20](/[N:25]=C/N(C)C)=[N:19]4)[C:9]=2[CH:8]=1)[CH2:16][O:15][CH2:14][CH2:13]3)(=O)=O.[Cl:34][C:35]1[CH:36]=[C:37](B(O)O)[CH:38]=[N:39][CH:40]=1.[C:44]([O-])([O-:46])=[O:45].[Na+].[Na+].O1CCOCC1. (3) Given the product [CH2:18]([N:14]1[C:9]2=[C:10]([C:12]#[N:13])[N:11]=[C:6]([C:4]([NH:29][CH2:30][C:31]([OH:33])=[O:32])=[O:5])[C:7]([OH:25])=[C:8]2[C:16]([CH3:17])=[CH:15]1)[C:19]1[CH:20]=[CH:21][CH:22]=[CH:23][CH:24]=1, predict the reactants needed to synthesize it. The reactants are: C(O[C:4]([C:6]1[C:7]([O:25]C(=O)C)=[C:8]2[C:16]([CH3:17])=[CH:15][N:14]([CH2:18][C:19]3[CH:24]=[CH:23][CH:22]=[CH:21][CH:20]=3)[C:9]2=[C:10]([C:12]#[N:13])[N:11]=1)=[O:5])C.[NH2:29][CH2:30][C:31]([OH:33])=[O:32].C[O-].[Na+].CO. (4) Given the product [NH:8]1[C:5]2=[N:6][CH:7]=[C:2]([NH2:12])[CH:3]=[C:4]2[CH:10]=[CH:9]1, predict the reactants needed to synthesize it. The reactants are: Br[C:2]1[CH:3]=[C:4]2[CH:10]=[CH:9][NH:8][C:5]2=[N:6][CH:7]=1.[OH-].[NH4+:12]. (5) Given the product [C:1]1([CH3:9])[CH:6]=[CH:5][C:4]([C:7]2[NH:12][N:11]=[N:10][N:8]=2)=[CH:3][CH:2]=1, predict the reactants needed to synthesize it. The reactants are: [C:1]1([CH3:9])[CH:6]=[CH:5][C:4]([C:7]#[N:8])=[CH:3][CH:2]=1.[N-:10]=[N+:11]=[N-:12].[Na+].Cl.C(NCC)C. (6) Given the product [C:10]([O:9][C:7]([N:4]1[CH2:5][CH2:6][C:2]([F:1])([C:14]([OH:16])=[O:15])[CH2:3]1)=[O:8])([CH3:13])([CH3:11])[CH3:12], predict the reactants needed to synthesize it. The reactants are: [F:1][C:2]1([C:14]([O:16]C)=[O:15])[CH2:6][CH2:5][N:4]([C:7]([O:9][C:10]([CH3:13])([CH3:12])[CH3:11])=[O:8])[CH2:3]1.Cl. (7) Given the product [C:19]([C:20]1[CH:21]=[C:22]([NH2:23])[N:1]([C:3]2[CH:4]=[C:5]([CH2:9][C:10]([N:12]3[CH2:17][CH2:16][O:15][CH2:14][CH2:13]3)=[O:11])[CH:6]=[CH:7][CH:8]=2)[N:2]=1)([CH3:26])([CH3:25])[CH3:18], predict the reactants needed to synthesize it. The reactants are: [NH:1]([C:3]1[CH:4]=[C:5]([CH2:9][C:10]([N:12]2[CH2:17][CH2:16][O:15][CH2:14][CH2:13]2)=[O:11])[CH:6]=[CH:7][CH:8]=1)[NH2:2].[CH3:18][C:19]([CH3:26])([CH3:25])[C:20](=O)[CH2:21][C:22]#[N:23].C(=O)([O-])O.[Na+].